Dataset: Full USPTO retrosynthesis dataset with 1.9M reactions from patents (1976-2016). Task: Predict the reactants needed to synthesize the given product. (1) Given the product [Cl:3][C:4]1[CH:9]=[CH:8][CH:7]=[C:6]([Cl:10])[C:5]=1[C:11]1[C:15]([CH2:16][O:17][C:18]2[CH:19]=[C:20]3[C:24](=[CH:25][CH:26]=2)[N:23]([CH2:31][C:32]2[CH:41]=[CH:40][C:35]([C:36]([O:38][CH3:39])=[O:37])=[CH:34][CH:33]=2)[CH:22]=[CH:21]3)=[C:14]([CH:27]([CH3:29])[CH3:28])[O:13][N:12]=1, predict the reactants needed to synthesize it. The reactants are: [H-].[Na+].[Cl:3][C:4]1[CH:9]=[CH:8][CH:7]=[C:6]([Cl:10])[C:5]=1[C:11]1[C:15]([CH2:16][O:17][C:18]2[CH:19]=[C:20]3[C:24](=[CH:25][CH:26]=2)[NH:23][CH:22]=[CH:21]3)=[C:14]([CH:27]([CH3:29])[CH3:28])[O:13][N:12]=1.Br[CH2:31][C:32]1[CH:41]=[CH:40][C:35]([C:36]([O:38][CH3:39])=[O:37])=[CH:34][CH:33]=1.C(OCC)(=O)C. (2) Given the product [CH2:1]([C:3]1[C:7]([S:8][C:9]2[CH:14]=[CH:13][C:12]([F:15])=[CH:11][CH:10]=2)=[C:6]([CH2:16][CH3:17])[N:5]([CH:18]([CH3:24])[C:19]([NH2:25])=[O:20])[N:4]=1)[CH3:2], predict the reactants needed to synthesize it. The reactants are: [CH2:1]([C:3]1[C:7]([S:8][C:9]2[CH:14]=[CH:13][C:12]([F:15])=[CH:11][CH:10]=2)=[C:6]([CH2:16][CH3:17])[N:5]([CH:18]([CH3:24])[C:19](OCC)=[O:20])[N:4]=1)[CH3:2].[NH3:25]. (3) Given the product [CH3:1][N+:2]1([CH3:26])[C@@H:3]2[C@@H:9]3[O:10][C@@H:8]3[C@H:7]1[CH2:6][C@@H:5]([O:11][C:12]([C:14]([OH:25])([C:15]1[S:19][CH:18]=[CH:17][CH:16]=1)[C:20]1[S:24][CH:23]=[CH:22][CH:21]=1)=[O:13])[CH2:4]2.[OH2:10].[Br-:27], predict the reactants needed to synthesize it. The reactants are: [CH3:1][N:2]1[C@@H:7]2[C@@H:8]3[O:10][C@@H:9]3[C@H:3]1[CH2:4][CH:5]([O:11][C:12]([C:14]([OH:25])([C:20]1[S:24][CH:23]=[CH:22][CH:21]=1)[C:15]1[S:19][CH:18]=[CH:17][CH:16]=1)=[O:13])[CH2:6]2.[CH3:26][Br:27]. (4) Given the product [Cl:1][C:2]1[CH:3]=[C:4]([NH:9][C:10]([C:12]2[C:16]([CH2:17][O:18][Si:19]([CH:26]([CH3:28])[CH3:27])([CH:23]([CH3:25])[CH3:24])[CH:20]([CH3:22])[CH3:21])=[N:15][O:14][N:13]=2)=[S:38])[CH:5]=[CH:6][C:7]=1[F:8], predict the reactants needed to synthesize it. The reactants are: [Cl:1][C:2]1[CH:3]=[C:4]([NH:9][C:10]([C:12]2[C:16]([CH2:17][O:18][Si:19]([CH:26]([CH3:28])[CH3:27])([CH:23]([CH3:25])[CH3:24])[CH:20]([CH3:22])[CH3:21])=[N:15][O:14][N:13]=2)=O)[CH:5]=[CH:6][C:7]=1[F:8].COC1C=CC(P2(=S)SP(C3C=CC(OC)=CC=3)(=S)[S:38]2)=CC=1. (5) Given the product [CH2:28]([O:30][C:31]([C:33]1[NH:34][C:35]2[C:40]([CH:41]=1)=[CH:39][C:38]([O:25][CH:22]1[CH2:21][CH2:20][N:19]([C:17]([O:16][C:13]3[CH:12]=[CH:11][C:10]([O:9][C:6]4[CH:5]=[CH:4][C:3]([C:2]([F:1])([F:26])[F:27])=[CH:8][N:7]=4)=[CH:15][CH:14]=3)=[O:18])[CH2:24][CH2:23]1)=[CH:37][CH:36]=2)=[O:32])[CH3:29], predict the reactants needed to synthesize it. The reactants are: [F:1][C:2]([F:27])([F:26])[C:3]1[CH:4]=[CH:5][C:6]([O:9][C:10]2[CH:15]=[CH:14][C:13]([O:16][C:17]([N:19]3[CH2:24][CH2:23][CH:22]([OH:25])[CH2:21][CH2:20]3)=[O:18])=[CH:12][CH:11]=2)=[N:7][CH:8]=1.[CH2:28]([O:30][C:31]([C:33]1[NH:34][C:35]2[C:40]([CH:41]=1)=[CH:39][C:38](O)=[CH:37][CH:36]=2)=[O:32])[CH3:29]. (6) Given the product [CH:1]([N:14]1[CH2:17][C:16]2([C:19]3[C:20](=[CH:21][C:22]([C:25]4[CH2:29][C:28]([C:34]5[CH:39]=[C:38]([Cl:40])[C:37]([Cl:41])=[C:36]([Cl:42])[CH:35]=5)([C:30]([F:33])([F:32])[F:31])[O:27][N:26]=4)=[CH:23][CH:24]=3)[C:47](=[O:48])[O:18]2)[CH2:15]1)([C:8]1[CH:13]=[CH:12][CH:11]=[CH:10][CH:9]=1)[C:2]1[CH:7]=[CH:6][CH:5]=[CH:4][CH:3]=1, predict the reactants needed to synthesize it. The reactants are: [CH:1]([N:14]1[CH2:17][C:16]([C:19]2[CH:24]=[CH:23][C:22]([C:25]3[CH2:29][C:28]([C:34]4[CH:39]=[C:38]([Cl:40])[C:37]([Cl:41])=[C:36]([Cl:42])[CH:35]=4)([C:30]([F:33])([F:32])[F:31])[O:27][N:26]=3)=[CH:21][C:20]=2Br)([OH:18])[CH2:15]1)([C:8]1[CH:13]=[CH:12][CH:11]=[CH:10][CH:9]=1)[C:2]1[CH:7]=[CH:6][CH:5]=[CH:4][CH:3]=1.CN([CH:47]=[O:48])C. (7) Given the product [CH3:26][O:27][C:28]1[CH:33]=[CH:32][C:31]([O:34][CH3:35])=[CH:30][C:29]=1[S:36]([NH:1][C@H:2]1[CH2:6][N:5]([C:7]([O:9][C:10]([CH3:12])([CH3:13])[CH3:11])=[O:8])[C@@H:4]([CH2:14][N:15]2[C:23](=[O:24])[C:22]3[C:17](=[CH:18][CH:19]=[CH:20][CH:21]=3)[C:16]2=[O:25])[CH2:3]1)(=[O:37])=[O:38], predict the reactants needed to synthesize it. The reactants are: [NH2:1][C@H:2]1[CH2:6][N:5]([C:7]([O:9][C:10]([CH3:13])([CH3:12])[CH3:11])=[O:8])[C@@H:4]([CH2:14][N:15]2[C:23](=[O:24])[C:22]3[C:17](=[CH:18][CH:19]=[CH:20][CH:21]=3)[C:16]2=[O:25])[CH2:3]1.[CH3:26][O:27][C:28]1[CH:33]=[CH:32][C:31]([O:34][CH3:35])=[CH:30][C:29]=1[S:36](Cl)(=[O:38])=[O:37].